This data is from Full USPTO retrosynthesis dataset with 1.9M reactions from patents (1976-2016). The task is: Predict the reactants needed to synthesize the given product. (1) Given the product [CH3:8][O:9][C:10](=[O:35])[C@@H:11]([NH:27][C:28]([O:30][C:31]([CH3:34])([CH3:33])[CH3:32])=[O:29])[CH2:12][C:13]1[CH:18]=[CH:17][C:16]([C:41]2[C:40]([O:49][CH3:50])=[CH:39][C:38]([CH2:37][OH:36])=[CH:43][C:42]=2[O:44][CH3:45])=[CH:15][CH:14]=1, predict the reactants needed to synthesize it. The reactants are: C(N(CC)CC)C.[CH3:8][O:9][C:10](=[O:35])[C@@H:11]([NH:27][C:28]([O:30][C:31]([CH3:34])([CH3:33])[CH3:32])=[O:29])[CH2:12][C:13]1[CH:18]=[CH:17][C:16](OS(C(F)(F)F)(=O)=O)=[CH:15][CH:14]=1.[OH:36][CH2:37][C:38]1[CH:43]=[C:42]([O:44][CH3:45])[C:41](B(O)O)=[C:40]([O:49][CH3:50])[CH:39]=1. (2) Given the product [NH2:12][C:10]1[N:9]=[CH:8][N:7]=[C:6]2[N:5]([CH:13]3[CH2:17][CH2:16][N:15]([C:37](=[O:38])[C:36]([N:35]([CH3:42])[C:33](=[O:34])[O:32][CH2:31][CH:29]4[C:28]5[CH:27]=[CH:26][CH:25]=[CH:24][C:23]=5[C:22]5[C:30]4=[CH:18][CH:19]=[CH:20][CH:21]=5)([CH3:41])[CH3:40])[CH2:14]3)[N:4]=[C:3]([I:2])[C:11]=12, predict the reactants needed to synthesize it. The reactants are: Cl.[I:2][C:3]1[C:11]2[C:6](=[N:7][CH:8]=[N:9][C:10]=2[NH2:12])[N:5]([CH:13]2[CH2:17][CH2:16][NH:15][CH2:14]2)[N:4]=1.[CH:18]1[C:30]2[CH:29]([CH2:31][O:32][C:33]([N:35]([CH3:42])[C:36]([CH3:41])([CH3:40])[C:37](O)=[O:38])=[O:34])[C:28]3[C:23](=[CH:24][CH:25]=[CH:26][CH:27]=3)[C:22]=2[CH:21]=[CH:20][CH:19]=1.ON1C2N=CC=CC=2N=N1.Cl.CN(C)CCCN=C=NCC.C(N(C(C)C)CC)(C)C.